This data is from Aqueous solubility values for 9,982 compounds from the AqSolDB database. The task is: Regression/Classification. Given a drug SMILES string, predict its absorption, distribution, metabolism, or excretion properties. Task type varies by dataset: regression for continuous measurements (e.g., permeability, clearance, half-life) or binary classification for categorical outcomes (e.g., BBB penetration, CYP inhibition). For this dataset (solubility_aqsoldb), we predict Y. (1) The molecule is O=C(O)CNC(=S)SCC(=O)O. The Y is -1.30 log mol/L. (2) The drug is CCOc1ccc(NC(=O)NN)cc1. The Y is -1.65 log mol/L. (3) The compound is C1CCOCOC1. The Y is 0.411 log mol/L.